Predict the reactants needed to synthesize the given product. From a dataset of Full USPTO retrosynthesis dataset with 1.9M reactions from patents (1976-2016). (1) Given the product [Cl:1][C:2]1[CH:10]=[C:9]2[C:5]([C:6]([C:12]3[N:17]=[C:16]4[C:18]([C:21]([NH:24][C:25]5[CH:32]=[CH:31][CH:30]=[C:27]([C:28]#[N:29])[CH:26]=5)=[O:22])=[CH:19][NH:20][C:15]4=[N:14][CH:13]=3)=[N:7][N:8]2[CH3:11])=[CH:4][CH:3]=1, predict the reactants needed to synthesize it. The reactants are: [Cl:1][C:2]1[CH:10]=[C:9]2[C:5]([C:6]([C:12]3[N:17]=[C:16]4[C:18]([C:21](O)=[O:22])=[CH:19][NH:20][C:15]4=[N:14][CH:13]=3)=[N:7][N:8]2[CH3:11])=[CH:4][CH:3]=1.[NH2:24][C:25]1[CH:26]=[C:27]([CH:30]=[CH:31][CH:32]=1)[C:28]#[N:29].CCN=C=NCCCN(C)C.O. (2) The reactants are: C(C1C=CC(C(NC2C(C)=C(C3N=C(NC4C=CC(C(N(C(C)C)C)C(O)=O)=CC=4)C(=O)N(C)C=3)C=CC=2)=O)=CC=1)(C)(C)C.[CH2:45]([N:47]1[CH2:52][CH2:51][N:50]([CH:53]([C:59]2[CH:64]=[CH:63][C:62]([NH:65][C:66]3[C:71](=[O:72])[N:70]([CH3:73])[CH:69]=[C:68]([C:74]4[CH:79]=[CH:78][CH:77]=[C:76]([NH:80][C:81]([C:83]5[S:87][C:86]6[CH2:88][CH2:89][CH2:90][CH2:91][CH2:92][C:85]=6[CH:84]=5)=[O:82])[C:75]=4[CH3:93])[N:67]=3)=[CH:61][CH:60]=2)[C:54]([O:56]CC)=[O:55])[CH2:49][CH2:48]1)[CH3:46]. Given the product [CH2:45]([N:47]1[CH2:52][CH2:51][N:50]([CH:53]([C:59]2[CH:60]=[CH:61][C:62]([NH:65][C:66]3[C:71](=[O:72])[N:70]([CH3:73])[CH:69]=[C:68]([C:74]4[CH:79]=[CH:78][CH:77]=[C:76]([NH:80][C:81]([C:83]5[S:87][C:86]6[CH2:88][CH2:89][CH2:90][CH2:91][CH2:92][C:85]=6[CH:84]=5)=[O:82])[C:75]=4[CH3:93])[N:67]=3)=[CH:63][CH:64]=2)[C:54]([OH:56])=[O:55])[CH2:49][CH2:48]1)[CH3:46], predict the reactants needed to synthesize it.